Predict the reactants needed to synthesize the given product. From a dataset of Full USPTO retrosynthesis dataset with 1.9M reactions from patents (1976-2016). Given the product [NH2:58][C:53]1[CH:54]=[CH:55][CH:56]=[CH:57][C:52]=1[NH:59][C:5](=[O:7])[C:4]1[CH:8]=[CH:9][C:10]([NH:11][C:12](=[O:27])[C:13]2[CH:14]=[CH:15][C:16]([O:19][CH2:20][C:21]3[CH:26]=[CH:25][CH:24]=[CH:23][N:22]=3)=[CH:17][CH:18]=2)=[C:2]([CH3:1])[CH:3]=1, predict the reactants needed to synthesize it. The reactants are: [CH3:1][C:2]1[CH:3]=[C:4]([CH:8]=[CH:9][C:10]=1[NH:11][C:12](=[O:27])[C:13]1[CH:18]=[CH:17][C:16]([O:19][CH2:20][C:21]2[CH:26]=[CH:25][CH:24]=[CH:23][N:22]=2)=[CH:15][CH:14]=1)[C:5]([OH:7])=O.CN(C(ON1N=NC2C=CC=NC1=2)=[N+](C)C)C.F[P-](F)(F)(F)(F)F.[C:52]1([NH2:59])[C:53]([NH2:58])=[CH:54][CH:55]=[CH:56][CH:57]=1.CCN(C(C)C)C(C)C.[OH-].[Na+].